Dataset: Catalyst prediction with 721,799 reactions and 888 catalyst types from USPTO. Task: Predict which catalyst facilitates the given reaction. (1) Reactant: [OH:1][C:2]1[CH:7]=[C:6]([OH:8])[CH:5]=[CH:4][C:3]=1[C:9](=[O:18])[CH2:10][C:11]1[CH:16]=[CH:15][C:14]([OH:17])=[CH:13][CH:12]=1.[F:19][C:20]([F:31])([F:30])[C:21](O[C:21](=O)[C:20]([F:31])([F:30])[F:19])=O.O.Cl. Product: [OH:8][C:6]1[CH:7]=[C:2]2[C:3]([C:9](=[O:18])[C:10]([C:11]3[CH:16]=[CH:15][C:14]([OH:17])=[CH:13][CH:12]=3)=[C:21]([C:20]([F:31])([F:30])[F:19])[O:1]2)=[CH:4][CH:5]=1. The catalyst class is: 66. (2) Reactant: [CH:1]([O:4][C:5]([N:7]1[CH2:12][CH2:11][CH:10]([O:13][C:14]2[C:19]([O:20][CH3:21])=[C:18](Cl)[N:17]=[CH:16][N:15]=2)[CH2:9][CH2:8]1)=[O:6])([CH3:3])[CH3:2].[CH3:23][C:24]1[C:29]([NH2:30])=[CH:28][CH:27]=[C:26]([CH3:31])[N:25]=1.CC([O-])(C)C.[Na+]. Product: [CH:1]([O:4][C:5]([N:7]1[CH2:12][CH2:11][CH:10]([O:13][C:14]2[C:19]([O:20][CH3:21])=[C:18]([NH:30][C:29]3[C:24]([CH3:23])=[N:25][C:26]([CH3:31])=[CH:27][CH:28]=3)[N:17]=[CH:16][N:15]=2)[CH2:9][CH2:8]1)=[O:6])([CH3:3])[CH3:2]. The catalyst class is: 160. (3) Reactant: [O:1]1[C:5]2[CH:6]=[CH:7][C:8]([C:10]#[N:11])=[CH:9][C:4]=2[CH:3]=[CH:2]1.Cl.[NH2:13][OH:14].C([O-])([O-])=O.[Na+].[Na+]. Product: [OH:14][NH:13][C:10]([C:8]1[CH:7]=[CH:6][C:5]2[O:1][CH:2]=[CH:3][C:4]=2[CH:9]=1)=[NH:11]. The catalyst class is: 14. (4) Product: [ClH:1].[NH2:49][CH2:48][C@H:45]1[CH2:44][CH2:43][C@H:42]([C:40]([NH:39][C@@H:24]([CH2:23][C:19]2[CH:18]=[C:17]([C:14]3[CH:13]=[CH:12][C:11]([C:9]([N:6]4[CH2:5][CH2:4][N:3]([CH3:2])[CH2:8][CH2:7]4)=[O:10])=[CH:16][CH:15]=3)[CH:22]=[CH:21][CH:20]=2)[C:25](=[O:38])[NH:26][C:27]2[CH:32]=[CH:31][C:30]([C:33]3[NH:34][N:35]=[N:36][N:37]=3)=[CH:29][CH:28]=2)=[O:41])[CH2:47][CH2:46]1. The catalyst class is: 12. Reactant: [ClH:1].[CH3:2][N:3]1[CH2:8][CH2:7][N:6]([C:9]([C:11]2[CH:16]=[CH:15][C:14]([C:17]3[CH:22]=[CH:21][CH:20]=[C:19]([CH2:23][C@H:24]([NH:39][C:40]([C@H:42]4[CH2:47][CH2:46][C@H:45]([CH2:48][NH:49]C(=O)OC(C)(C)C)[CH2:44][CH2:43]4)=[O:41])[C:25](=[O:38])[NH:26][C:27]4[CH:32]=[CH:31][C:30]([C:33]5[NH:37][N:36]=[N:35][N:34]=5)=[CH:29][CH:28]=4)[CH:18]=3)=[CH:13][CH:12]=2)=[O:10])[CH2:5][CH2:4]1.C(#N)C. (5) Reactant: [Br:1][C:2]1[CH:16]=[C:15]([N+:17]([O-])=O)[CH:14]=[CH:13][C:3]=1[O:4][CH2:5][C:6]1[CH:11]=[CH:10][CH:9]=[C:8]([F:12])[CH:7]=1. Product: [F:12][C:8]1[CH:7]=[C:6]([CH:11]=[CH:10][CH:9]=1)[CH2:5][O:4][C:3]1[CH:13]=[CH:14][C:15]([NH2:17])=[CH:16][C:2]=1[Br:1]. The catalyst class is: 19. (6) The catalyst class is: 28. Reactant: [C:1](Cl)(=[O:5])[C:2]([Cl:4])=[O:3].[C:7]([OH:11])([CH3:10])([CH3:9])[CH3:8]. Product: [C:7]([O:11][C:1](=[O:5])[C:2]([Cl:4])=[O:3])([CH3:10])([CH3:9])[CH3:8]. (7) Reactant: [CH2:1]([O:4][C:5]1[CH:14]=[CH:13][CH:12]=[C:11]2[C:6]=1[CH:7]=[CH:8][N:9]=[CH:10]2)[CH2:2][CH3:3].[ClH:15]. Product: [ClH:15].[CH2:1]([O:4][C:5]1[CH:14]=[CH:13][CH:12]=[C:11]2[C:6]=1[CH2:7][CH2:8][NH:9][CH2:10]2)[CH2:2][CH3:3]. The catalyst class is: 810.